The task is: Predict the reaction yield, written as a fraction of the theoretical maximum amount of product (1.0 means a 100% yield; for example, 0.34 means a 34% yield).. This data is from Reaction yield outcomes from USPTO patents with 853,638 reactions. The reactants are [NH2:1][C:2]1[N:14]=[CH:13][CH:12]=[CH:11][C:3]=1[C:4]([O:6][C:7]([CH3:10])([CH3:9])[CH3:8])=[O:5].C(N(CC)CC)C.[Cl-].ClC1N(C)CC[NH+]1C.[CH3:31][O:32][C:33]1[C:34](=[O:57])[C:35]([CH3:56])=[C:36]([CH2:42][C:43]2[CH:44]=[CH:45][C:46]([O:52][C:53](=[O:55])[CH3:54])=[C:47]([CH:51]=2)[C:48](O)=[O:49])[C:37](=[O:41])[C:38]=1[O:39][CH3:40]. The catalyst is C(Cl)Cl. The product is [C:7]([O:6][C:4]([C:3]1[C:2]([NH:1][C:48](=[O:49])[C:47]2[CH:51]=[C:43]([CH2:42][C:36]3[C:37](=[O:41])[C:38]([O:39][CH3:40])=[C:33]([O:32][CH3:31])[C:34](=[O:57])[C:35]=3[CH3:56])[CH:44]=[CH:45][C:46]=2[O:52][C:53](=[O:55])[CH3:54])=[N:14][CH:13]=[CH:12][CH:11]=1)=[O:5])([CH3:10])([CH3:8])[CH3:9]. The yield is 0.530.